This data is from Full USPTO retrosynthesis dataset with 1.9M reactions from patents (1976-2016). The task is: Predict the reactants needed to synthesize the given product. (1) Given the product [CH3:18][O:19][C:20](=[O:42])[C@@H:21]([NH:25][S:26]([C:29]1[CH:34]=[CH:33][C:32]([C:35]2[CH:36]=[CH:37][C:38]([NH:41][C:14]([C:12]3[O:13][C:9]4[CH:8]=[CH:7][CH:6]=[C:5]([O:4][CH:1]([CH3:2])[CH3:3])[C:10]=4[C:11]=3[CH3:17])=[O:16])=[CH:39][CH:40]=2)=[CH:31][CH:30]=1)(=[O:28])=[O:27])[CH:22]([CH3:24])[CH3:23], predict the reactants needed to synthesize it. The reactants are: [CH:1]([O:4][C:5]1[C:10]2[C:11]([CH3:17])=[C:12]([C:14]([OH:16])=O)[O:13][C:9]=2[CH:8]=[CH:7][CH:6]=1)([CH3:3])[CH3:2].[CH3:18][O:19][C:20](=[O:42])[C@@H:21]([NH:25][S:26]([C:29]1[CH:34]=[CH:33][C:32]([C:35]2[CH:40]=[CH:39][C:38]([NH2:41])=[CH:37][CH:36]=2)=[CH:31][CH:30]=1)(=[O:28])=[O:27])[CH:22]([CH3:24])[CH3:23].F[P-](F)(F)(F)(F)F.N1(O[P+](N(C)C)(N(C)C)N(C)C)C2C=CC=CC=2N=N1.C(N(CC)C(C)C)(C)C. (2) Given the product [CH3:54][CH:53]([CH3:55])[C@H:49]([NH:48][C:46](=[O:47])[O:45][CH3:44])[C:50](=[O:52])[N:31]1[CH2:32][CH2:33][CH2:34][C@H:30]1[C:28]1[NH:29][C:25]([C:16]2[CH:15]=[C:14]3[C:24]4[C:23]5[C:11]([CH2:12][CH2:13]3)=[CH:10][C:9]([B:4]3[O:5][C:6]([CH3:8])([CH3:7])[C:2]([CH3:42])([CH3:1])[O:3]3)=[CH:22][C:21]=5[CH2:20][CH2:19][C:18]=4[CH:17]=2)=[CH:26][N:27]=1, predict the reactants needed to synthesize it. The reactants are: [CH3:1][C:2]1([CH3:42])[C:6]([CH3:8])([CH3:7])[O:5][B:4]([C:9]2[CH:10]=[C:11]3[C:23]4[C:24]5[C:14](=[CH:15][C:16]([C:25]6[NH:29][C:28]([C@@H:30]7[CH2:34][CH2:33][CH2:32][N:31]7C(OC(C)(C)C)=O)=[N:27][CH:26]=6)=[CH:17][C:18]=5[CH2:19][CH2:20][C:21]=4[CH:22]=2)[CH2:13][CH2:12]3)[O:3]1.Cl.[CH3:44][O:45][C:46]([NH:48][C@@H:49]([CH:53]([CH3:55])[CH3:54])[C:50]([OH:52])=O)=[O:47].CN(C(ON1N=NC2C=CC=NC1=2)=[N+](C)C)C.F[P-](F)(F)(F)(F)F.CCN(C(C)C)C(C)C. (3) The reactants are: [F:1][C:2]1[C:7]([F:8])=[CH:6][CH:5]=[CH:4][C:3]=1[OH:9].C(=O)([O-])[O-].[K+].[K+].[CH2:16](I)[CH3:17]. Given the product [CH2:16]([O:9][C:3]1[CH:4]=[CH:5][CH:6]=[C:7]([F:8])[C:2]=1[F:1])[CH3:17], predict the reactants needed to synthesize it. (4) The reactants are: ClC(Cl)(Cl)C[O:4][C:5](=[O:27])[CH:6]([S:17][CH2:18][CH2:19][C:20]1[CH:25]=[CH:24][C:23]([F:26])=[CH:22][CH:21]=1)[CH2:7][C:8]1[CH:13]=[CH:12][C:11]([CH2:14][CH2:15]O)=[CH:10][CH:9]=1.[CH3:30][S:31]([O:34][C:35]1[CH:40]=[CH:39][C:38]([CH2:41][C:42]([OH:44])=[O:43])=[CH:37][CH:36]=1)(=[O:33])=[O:32].CS(O)(=O)=O. Given the product [F:26][C:23]1[CH:24]=[CH:25][C:20]([CH2:19][CH2:18][S:17][CH:6]([CH2:7][C:8]2[CH:9]=[CH:10][C:11]([CH2:14][CH2:15][O:43][C:42](=[O:44])[CH2:41][C:38]3[CH:37]=[CH:36][C:35]([O:34][S:31]([CH3:30])(=[O:33])=[O:32])=[CH:40][CH:39]=3)=[CH:12][CH:13]=2)[C:5]([OH:27])=[O:4])=[CH:21][CH:22]=1, predict the reactants needed to synthesize it. (5) Given the product [Cl:28][C:29]1[CH:30]=[C:31]([NH:36][C:37]2[C:46]3[C:41](=[CH:42][C:43]([O:52][CH2:53][CH2:54][N:17]4[CH2:18][CH2:19][N:14]5[CH:15]([CH2:10][O:11][C:12](=[O:20])[CH2:13]5)[CH2:16]4)=[C:44]([O:47][CH2:48][CH:49]4[CH2:51][CH2:50]4)[CH:45]=3)[N:40]=[CH:39][N:38]=2)[CH:32]=[CH:33][C:34]=1[F:35], predict the reactants needed to synthesize it. The reactants are: C(N(C(C)C)CC)(C)C.[CH2:10]1[CH:15]2[CH2:16][NH:17][CH2:18][CH2:19][N:14]2[CH2:13][C:12](=[O:20])[O:11]1.FC(F)(F)C(O)=O.[Cl:28][C:29]1[CH:30]=[C:31]([NH:36][C:37]2[C:46]3[C:41](=[CH:42][C:43]([O:52][CH2:53][CH2:54]Br)=[C:44]([O:47][CH2:48][CH:49]4[CH2:51][CH2:50]4)[CH:45]=3)[N:40]=[CH:39][N:38]=2)[CH:32]=[CH:33][C:34]=1[F:35].C(=O)([O-])[O-].[K+].[K+].[I-].[Na+]. (6) Given the product [Cl:1][C:2]1[CH:3]=[CH:4][C:5]2[O:9][CH2:10][CH2:11][C:12]3[CH:16]=[CH:15][S:14][C:13]=3[C:6]=2[N:7]=1, predict the reactants needed to synthesize it. The reactants are: [Cl:1][C:2]1[N:7]=[C:6](I)[C:5]([O:9][CH2:10][CH2:11][C:12]2[CH:16]=[CH:15][S:14][CH:13]=2)=[CH:4][CH:3]=1.C(=O)([O-])[O-].[K+].[K+]. (7) Given the product [OH:12][C:10]([C:6]1[CH:5]=[C:4]([CH:9]=[CH:8][N:7]=1)[C:3]([O:2][CH3:1])=[O:13])([CH3:14])[CH3:11], predict the reactants needed to synthesize it. The reactants are: [CH3:1][O:2][C:3](=[O:13])[C:4]1[CH:9]=[CH:8][N:7]=[C:6]([C:10](=[O:12])[CH3:11])[CH:5]=1.[CH3:14][Mg]Br.C(OCC)C. (8) Given the product [C:33]([NH:1][C:2]1[CH:3]=[C:4]([C:8]2[N:13]3[N:14]=[C:15]([C:20]4[CH:25]=[CH:24][C:23]([O:26][C:27]5[CH:28]=[CH:29][CH:30]=[CH:31][CH:32]=5)=[CH:22][CH:21]=4)[C:16]([C:17]([NH2:19])=[O:18])=[C:12]3[N:11]=[CH:10][CH:9]=2)[CH:5]=[CH:6][CH:7]=1)(=[O:36])[CH:34]=[CH2:35], predict the reactants needed to synthesize it. The reactants are: [NH2:1][C:2]1[CH:3]=[C:4]([C:8]2[N:13]3[N:14]=[C:15]([C:20]4[CH:25]=[CH:24][C:23]([O:26][C:27]5[CH:32]=[CH:31][CH:30]=[CH:29][CH:28]=5)=[CH:22][CH:21]=4)[C:16]([C:17]([NH2:19])=[O:18])=[C:12]3[N:11]=[CH:10][CH:9]=2)[CH:5]=[CH:6][CH:7]=1.[C:33](Cl)(=[O:36])[CH:34]=[CH2:35]. (9) Given the product [Cl:14][C:15]1[CH:20]=[CH:19][CH:18]=[CH:17][C:16]=1[C:21]1([F:7])[CH2:26][CH2:25][N:24]([C:27]([O:29][CH2:30][C:31]2[CH:36]=[CH:35][CH:34]=[CH:33][CH:32]=2)=[O:28])[CH2:23][CH2:22]1, predict the reactants needed to synthesize it. The reactants are: C(N(S(F)(F)[F:7])CC)C.C(Cl)(Cl)Cl.[Cl:14][C:15]1[CH:20]=[CH:19][CH:18]=[CH:17][C:16]=1[C:21]1(O)[CH2:26][CH2:25][N:24]([C:27]([O:29][CH2:30][C:31]2[CH:36]=[CH:35][CH:34]=[CH:33][CH:32]=2)=[O:28])[CH2:23][CH2:22]1.O.